This data is from Reaction yield outcomes from USPTO patents with 853,638 reactions. The task is: Predict the reaction yield, written as a fraction of the theoretical maximum amount of product (1.0 means a 100% yield; for example, 0.34 means a 34% yield). (1) The reactants are [CH:1]1[C:10]2[C:5](=[CH:6][CH:7]=[CH:8][CH:9]=2)[CH:4]=[C:3]([C:11]([NH:13][C:14]2[NH:18][C:17]3[CH:19]=[CH:20][C:21]([O:26][CH3:27])=[C:22]([C:23](O)=[O:24])[C:16]=3[N:15]=2)=[O:12])[N:2]=1.CN(C(ON1N=NC2C=CC=CC1=2)=[N+](C)C)C.F[P-](F)(F)(F)(F)F.CCN(C(C)C)C(C)C.Cl.[CH3:62][S:63]([C:66]1[CH:73]=[CH:72][C:69]([CH2:70][NH2:71])=[CH:68][CH:67]=1)(=[O:65])=[O:64]. The catalyst is CN(C=O)C.[Cl-].[Na+].O. The product is [CH3:62][S:63]([C:66]1[CH:73]=[CH:72][C:69]([CH2:70][NH:71][C:23]([C:22]2[C:16]3[NH:15][C:14]([NH:13][C:11]([C:3]4[N:2]=[CH:1][C:10]5[C:5]([CH:4]=4)=[CH:6][CH:7]=[CH:8][CH:9]=5)=[O:12])=[N:18][C:17]=3[CH:19]=[CH:20][C:21]=2[O:26][CH3:27])=[O:24])=[CH:68][CH:67]=1)(=[O:64])=[O:65]. The yield is 0.470. (2) The reactants are S(S([O-])=O)([O-])=O.[Na+].[Na+].[CH2:9]([C:11]1[CH:16]=[C:15]([N+:17]([O-])=O)[CH:14]=[C:13]([CH2:20][CH3:21])[C:12]=1[NH:22][S:23]([C:26]1[CH:31]=[CH:30][C:29]([CH3:32])=[CH:28][CH:27]=1)(=[O:25])=[O:24])[CH3:10].C(=O)([O-])[O-].[K+].[K+]. The catalyst is O.O1CCCC1. The product is [NH2:17][C:15]1[CH:16]=[C:11]([CH2:9][CH3:10])[C:12]([NH:22][S:23]([C:26]2[CH:31]=[CH:30][C:29]([CH3:32])=[CH:28][CH:27]=2)(=[O:25])=[O:24])=[C:13]([CH2:20][CH3:21])[CH:14]=1. The yield is 0.250. (3) The reactants are [Br:1][C:2]1[CH:3]=[C:4]([CH2:8][NH:9][CH2:10][CH:11]2[CH2:15][CH2:14][CH2:13][CH2:12]2)[CH:5]=[N:6][CH:7]=1.[CH3:16][C:17]([O:20][C:21](O[C:21]([O:20][C:17]([CH3:19])([CH3:18])[CH3:16])=[O:22])=[O:22])([CH3:19])[CH3:18]. The catalyst is C(Cl)Cl. The product is [Br:1][C:2]1[CH:3]=[C:4]([CH2:8][N:9]([CH2:10][CH:11]2[CH2:15][CH2:14][CH2:13][CH2:12]2)[C:21](=[O:22])[O:20][C:17]([CH3:19])([CH3:18])[CH3:16])[CH:5]=[N:6][CH:7]=1. The yield is 0.919.